This data is from Catalyst prediction with 721,799 reactions and 888 catalyst types from USPTO. The task is: Predict which catalyst facilitates the given reaction. (1) Reactant: Br[C:2]1[C:11]2[C:6](=[CH:7][CH:8]=[CH:9][CH:10]=2)[C:5]([C:12]2[CH:17]=[CH:16][C:15]([Cl:18])=[CH:14][CH:13]=2)=[C:4]([CH:19]([O:24][C:25]([CH3:28])([CH3:27])[CH3:26])[C:20]([O:22]C)=[O:21])[C:3]=1[CH3:29].[C:30]([Cu])#[N:31].CN1C(=O)CCC1. Product: [C:25]([O:24][CH:19]([C:4]1[C:3]([CH3:29])=[C:2]([C:30]#[N:31])[C:11]2[C:6](=[CH:7][CH:8]=[CH:9][CH:10]=2)[C:5]=1[C:12]1[CH:17]=[CH:16][C:15]([Cl:18])=[CH:14][CH:13]=1)[C:20]([OH:22])=[O:21])([CH3:26])([CH3:28])[CH3:27]. The catalyst class is: 14. (2) Reactant: C1(C[O:8][C:9]2[CH:14]=[CH:13][C:12]([C:15]3[CH:20]=[CH:19][N:18]=[CH:17][CH:16]=3)=[CH:11][CH:10]=2)C=CC=CC=1.Cl. Product: [OH:8][C:9]1[CH:10]=[CH:11][C:12]([C:15]2[CH:16]=[CH:17][N:18]=[CH:19][CH:20]=2)=[CH:13][CH:14]=1. The catalyst class is: 105.